From a dataset of Reaction yield outcomes from USPTO patents with 853,638 reactions. Predict the reaction yield, written as a fraction of the theoretical maximum amount of product (1.0 means a 100% yield; for example, 0.34 means a 34% yield). (1) The reactants are [N+:1]([C:4]1[CH:8]=[CH:7][NH:6][N:5]=1)([O-:3])=[O:2].[H-].[Na+].[CH3:11][O:12][C:13](=[O:25])[C:14]1[CH:19]=[CH:18][C:17]([CH:20](Br)[CH2:21][CH2:22][CH3:23])=[CH:16][CH:15]=1. The catalyst is CN(C)C=O. The product is [CH3:11][O:12][C:13](=[O:25])[C:14]1[CH:19]=[CH:18][C:17]([CH:20]([N:6]2[CH:7]=[CH:8][C:4]([N+:1]([O-:3])=[O:2])=[N:5]2)[CH2:21][CH2:22][CH3:23])=[CH:16][CH:15]=1. The yield is 0.420. (2) The reactants are Br[C:2]1[C:3]([O:12][CH3:13])=[CH:4][C:5]([O:10][CH3:11])=[C:6]([CH:9]=1)[CH:7]=[O:8].[S:14]1[C:18](B(O)O)=[CH:17][C:16]2[CH:22]=[CH:23][CH:24]=[CH:25][C:15]1=2. The catalyst is C1COCC1. The product is [S:14]1[C:18]([C:2]2[C:3]([O:12][CH3:13])=[CH:4][C:5]([O:10][CH3:11])=[C:6]([CH:9]=2)[CH:7]=[O:8])=[CH:17][C:16]2[CH:22]=[CH:23][CH:24]=[CH:25][C:15]1=2. The yield is 0.970. (3) The reactants are [C:1]1([C:7]2[N:8]=[CH:9][NH:10][CH:11]=2)[CH:6]=[CH:5][CH:4]=[CH:3][CH:2]=1.[H-].[Na+].[CH3:14][Si:15]([CH2:18][CH2:19][O:20][CH2:21]Cl)([CH3:17])[CH3:16]. No catalyst specified. The product is [C:1]1([C:7]2[N:8]=[CH:9][N:10]([CH2:21][O:20][CH2:19][CH2:18][Si:15]([CH3:17])([CH3:16])[CH3:14])[CH:11]=2)[CH:2]=[CH:3][CH:4]=[CH:5][CH:6]=1. The yield is 0.670. (4) The reactants are C[O:2][CH:3]=[CH:4][C:5]1[CH:14]=[CH:13][C:8]([C:9]([O:11][CH3:12])=[O:10])=[CH:7][CH:6]=1.Cl.CC(C)=[O:18].OS(O)(=O)=O.O=[Cr](=O)=O.C(O)(C)C. The catalyst is O1CCOCC1.O. The product is [CH3:12][O:11][C:9]([C:8]1[CH:13]=[CH:14][C:5]([CH2:4][C:3]([OH:18])=[O:2])=[CH:6][CH:7]=1)=[O:10]. The yield is 0.280. (5) The reactants are Br[C:2]1(Br)[C:7](=O)[NH:6][C:5](=O)[NH:4][C:3]1=O.O=[CH:13][CH2:14][CH:15]1[CH2:20][CH2:19][N:18]([C:21]([O:23][C:24]([CH3:27])([CH3:26])[CH3:25])=[O:22])[CH2:17][CH2:16]1.[CH2:28](OCC)C. No catalyst specified. The product is [N:4]1[CH:13]=[C:14]([CH:15]2[CH2:20][CH2:19][N:18]([C:21]([O:23][C:24]([CH3:27])([CH3:26])[CH3:25])=[O:22])[CH2:17][CH2:16]2)[N:6]2[CH:7]=[CH:2][CH:3]=[CH:28][C:5]=12. The yield is 0.600. (6) The reactants are [Cl:1][C:2]1[CH:7]=[CH:6][C:5]([CH2:8][OH:9])=[CH:4][C:3]=1[N+:10]([O-])=O. The catalyst is CCO.O.Cl.[Fe]. The product is [Cl:1][C:2]1[CH:7]=[CH:6][C:5]([CH2:8][OH:9])=[CH:4][C:3]=1[NH2:10]. The yield is 0.950.